This data is from Forward reaction prediction with 1.9M reactions from USPTO patents (1976-2016). The task is: Predict the product of the given reaction. (1) Given the reactants Cl[C:2]1[C:3]2[CH:25]=[C:24]([Cl:26])[CH:23]=[CH:22][C:4]=2[N:5]([CH3:21])[C:6](=[O:20])[CH:7]([CH2:9][C:10]2[CH:19]=[CH:18][C:17]3[C:12](=[CH:13][CH:14]=[CH:15][CH:16]=3)[CH:11]=2)[N:8]=1.[NH2:27][C:28]1[CH:33]=[CH:32][C:31](B2OC(C)(C)C(C)(C)O2)=[CH:30][N:29]=1.[Cl-].[Li+].O.[OH-].[Cs+], predict the reaction product. The product is: [NH2:27][C:28]1[N:29]=[CH:30][C:31]([C:2]2[C:3]3[CH:25]=[C:24]([Cl:26])[CH:23]=[CH:22][C:4]=3[N:5]([CH3:21])[C:6](=[O:20])[CH:7]([CH2:9][C:10]3[CH:19]=[CH:18][C:17]4[C:12](=[CH:13][CH:14]=[CH:15][CH:16]=4)[CH:11]=3)[N:8]=2)=[CH:32][CH:33]=1. (2) Given the reactants [C:1]([CH2:4]CC1NC=CC=1)([OH:3])=[O:2].C1(N=[C:18]=[N:19][CH:20]2[CH2:25][CH2:24][CH2:23]CC2)CCCCC1.ONC(=O)CCC(N)=O, predict the reaction product. The product is: [C:1]([CH2:4][CH2:18][N:19]1[CH:20]=[CH:25][CH:24]=[CH:23]1)([OH:3])=[O:2]. (3) Given the reactants [CH2:1]([N:3]([CH:15]1[CH2:20][CH2:19][C:18]([OH:22])([CH3:21])[CH2:17][CH2:16]1)[C:4]1[C:5]([CH3:14])=[C:6]([CH:11]=[CH:12][CH:13]=1)[C:7](OC)=[O:8])[CH3:2].[OH-].[Na+].[NH2:25][CH2:26][C:27]1[C:28](=[O:35])[NH:29][C:30]([CH3:34])=[CH:31][C:32]=1[CH3:33].C1CN([P+](ON2N=NC3C=CC=CC2=3)(N2CCCC2)N2CCCC2)CC1.F[P-](F)(F)(F)(F)F.C(N(CC)CC)C, predict the reaction product. The product is: [CH3:33][C:32]1[CH:31]=[C:30]([CH3:34])[NH:29][C:28](=[O:35])[C:27]=1[CH2:26][NH:25][C:7](=[O:8])[C:6]1[CH:11]=[CH:12][CH:13]=[C:4]([N:3]([CH2:1][CH3:2])[CH:15]2[CH2:16][CH2:17][C:18]([OH:22])([CH3:21])[CH2:19][CH2:20]2)[C:5]=1[CH3:14]. (4) Given the reactants [C:1]1([S:7]([C:10]([CH:19]2[CH2:31][C:22]3[NH:23][C:24]4[CH:25]=[CH:26][C:27]([Cl:30])=[CH:28][C:29]=4[C:21]=3[CH2:20]2)([F:18])[C:11]2[O:15][N:14]=[C:13]([CH2:16][NH2:17])[N:12]=2)(=[O:9])=[O:8])[CH:6]=[CH:5][CH:4]=[CH:3][CH:2]=1.[CH:32]([C:34]1[CH:43]=[CH:42][C:37]([C:38]([O:40][CH3:41])=[O:39])=[CH:36][CH:35]=1)=O.C([BH3-])#N.[Na+], predict the reaction product. The product is: [CH3:41][O:40][C:38](=[O:39])[C:37]1[CH:42]=[CH:43][C:34]([CH2:32][NH:17][CH2:16][C:13]2[N:12]=[C:11]([C:10]([S:7]([C:1]3[CH:2]=[CH:3][CH:4]=[CH:5][CH:6]=3)(=[O:9])=[O:8])([CH:19]3[CH2:31][C:22]4[NH:23][C:24]5[CH:25]=[CH:26][C:27]([Cl:30])=[CH:28][C:29]=5[C:21]=4[CH2:20]3)[F:18])[O:15][N:14]=2)=[CH:35][CH:36]=1. (5) Given the reactants [Cl:1][C:2]1[CH:7]=[CH:6][C:5]([C:8]2[C:12]([CH3:13])=[CH:11][NH:10][C:9]=2[C:14]([O:16]CC)=[O:15])=[CH:4][CH:3]=1.[OH-].[Na+], predict the reaction product. The product is: [Cl:1][C:2]1[CH:7]=[CH:6][C:5]([C:8]2[C:12]([CH3:13])=[CH:11][NH:10][C:9]=2[C:14]([OH:16])=[O:15])=[CH:4][CH:3]=1.